This data is from NCI-60 drug combinations with 297,098 pairs across 59 cell lines. The task is: Regression. Given two drug SMILES strings and cell line genomic features, predict the synergy score measuring deviation from expected non-interaction effect. (1) Drug 1: C1CC(=O)NC(=O)C1N2CC3=C(C2=O)C=CC=C3N. Drug 2: CC1=C(C(=CC=C1)Cl)NC(=O)C2=CN=C(S2)NC3=CC(=NC(=N3)C)N4CCN(CC4)CCO. Cell line: A549. Synergy scores: CSS=38.0, Synergy_ZIP=-11.0, Synergy_Bliss=0.250, Synergy_Loewe=-12.1, Synergy_HSA=4.84. (2) Drug 1: CC(C1=C(C=CC(=C1Cl)F)Cl)OC2=C(N=CC(=C2)C3=CN(N=C3)C4CCNCC4)N. Drug 2: CC(CN1CC(=O)NC(=O)C1)N2CC(=O)NC(=O)C2. Cell line: RXF 393. Synergy scores: CSS=16.0, Synergy_ZIP=-4.72, Synergy_Bliss=0.909, Synergy_Loewe=2.56, Synergy_HSA=2.19. (3) Cell line: EKVX. Drug 2: CCC1(CC2CC(C3=C(CCN(C2)C1)C4=CC=CC=C4N3)(C5=C(C=C6C(=C5)C78CCN9C7C(C=CC9)(C(C(C8N6C)(C(=O)OC)O)OC(=O)C)CC)OC)C(=O)OC)O.OS(=O)(=O)O. Synergy scores: CSS=40.0, Synergy_ZIP=3.25, Synergy_Bliss=5.96, Synergy_Loewe=-15.7, Synergy_HSA=5.44. Drug 1: CC12CCC(CC1=CCC3C2CCC4(C3CC=C4C5=CN=CC=C5)C)O. (4) Drug 1: CCC1=C2CN3C(=CC4=C(C3=O)COC(=O)C4(CC)O)C2=NC5=C1C=C(C=C5)O. Drug 2: C(CN)CNCCSP(=O)(O)O. Cell line: DU-145. Synergy scores: CSS=46.3, Synergy_ZIP=5.00, Synergy_Bliss=6.24, Synergy_Loewe=-41.7, Synergy_HSA=4.36. (5) Drug 1: COC1=C(C=C2C(=C1)N=CN=C2NC3=CC(=C(C=C3)F)Cl)OCCCN4CCOCC4. Drug 2: C1=C(C(=O)NC(=O)N1)F. Cell line: SF-268. Synergy scores: CSS=36.3, Synergy_ZIP=8.41, Synergy_Bliss=9.61, Synergy_Loewe=11.6, Synergy_HSA=13.0. (6) Drug 1: C1=C(C(=O)NC(=O)N1)N(CCCl)CCCl. Drug 2: C1=NC2=C(N1)C(=S)N=CN2. Cell line: DU-145. Synergy scores: CSS=21.5, Synergy_ZIP=-17.3, Synergy_Bliss=-14.2, Synergy_Loewe=-15.9, Synergy_HSA=-11.9. (7) Cell line: KM12. Synergy scores: CSS=40.5, Synergy_ZIP=0.0569, Synergy_Bliss=0.0883, Synergy_Loewe=-51.2, Synergy_HSA=-0.227. Drug 1: C1=NC(=NC(=O)N1C2C(C(C(O2)CO)O)O)N. Drug 2: CN(C(=O)NC(C=O)C(C(C(CO)O)O)O)N=O. (8) Synergy scores: CSS=35.9, Synergy_ZIP=1.74, Synergy_Bliss=3.55, Synergy_Loewe=1.41, Synergy_HSA=5.49. Drug 2: CC1C(C(CC(O1)OC2CC(CC3=C2C(=C4C(=C3O)C(=O)C5=CC=CC=C5C4=O)O)(C(=O)C)O)N)O. Cell line: CCRF-CEM. Drug 1: CCC1=CC2CC(C3=C(CN(C2)C1)C4=CC=CC=C4N3)(C5=C(C=C6C(=C5)C78CCN9C7C(C=CC9)(C(C(C8N6C)(C(=O)OC)O)OC(=O)C)CC)OC)C(=O)OC.C(C(C(=O)O)O)(C(=O)O)O.